This data is from Catalyst prediction with 721,799 reactions and 888 catalyst types from USPTO. The task is: Predict which catalyst facilitates the given reaction. (1) Reactant: [Br:1][C:2]1[CH:3]=[C:4]([CH:15]=[C:16]([Br:35])[C:17]=1[O:18][C:19]1[CH:24]=[CH:23][C:22]([OH:25])=[C:21]([C:26](=[O:34])[C:27]2[CH:32]=[CH:31][C:30]([Cl:33])=[CH:29][CH:28]=2)[CH:20]=1)[CH:5]=[N:6][O:7][CH:8]([CH3:14])[C:9]([O:11][CH2:12][CH3:13])=[O:10].[BH4-].[Na+]. Product: [Br:1][C:2]1[CH:3]=[C:4]([CH:15]=[C:16]([Br:35])[C:17]=1[O:18][C:19]1[CH:24]=[CH:23][C:22]([OH:25])=[C:21]([CH:26]([C:27]2[CH:32]=[CH:31][C:30]([Cl:33])=[CH:29][CH:28]=2)[OH:34])[CH:20]=1)[CH:5]=[N:6][O:7][CH:8]([CH3:14])[C:9]([O:11][CH2:12][CH3:13])=[O:10]. The catalyst class is: 125. (2) Reactant: [NH2:1][C:2]1[N:7]=[C:6]([C:8]2[O:9][CH:10]=[CH:11][CH:12]=2)[C:5]([C:13]#[N:14])=[C:4](S(C)=O)[N:3]=1.[CH3:18][CH:19]([C:21]1[CH:26]=[CH:25][CH:24]=[CH:23][N:22]=1)[OH:20].C1CCN2C(=NCCC2)CC1. Product: [NH2:1][C:2]1[N:7]=[C:6]([C:8]2[O:9][CH:10]=[CH:11][CH:12]=2)[C:5]([C:13]#[N:14])=[C:4]([O:20][CH:19]([C:21]2[CH:26]=[CH:25][CH:24]=[CH:23][N:22]=2)[CH3:18])[N:3]=1. The catalyst class is: 57.